From a dataset of NCI-60 drug combinations with 297,098 pairs across 59 cell lines. Regression. Given two drug SMILES strings and cell line genomic features, predict the synergy score measuring deviation from expected non-interaction effect. (1) Drug 1: COC1=C(C=C2C(=C1)N=CN=C2NC3=CC(=C(C=C3)F)Cl)OCCCN4CCOCC4. Drug 2: CC1=CC=C(C=C1)C2=CC(=NN2C3=CC=C(C=C3)S(=O)(=O)N)C(F)(F)F. Cell line: OVCAR-8. Synergy scores: CSS=30.3, Synergy_ZIP=-5.76, Synergy_Bliss=-1.90, Synergy_Loewe=-5.72, Synergy_HSA=-0.278. (2) Drug 1: COC1=NC(=NC2=C1N=CN2C3C(C(C(O3)CO)O)O)N. Drug 2: CC12CCC3C(C1CCC2OP(=O)(O)O)CCC4=C3C=CC(=C4)OC(=O)N(CCCl)CCCl.[Na+]. Cell line: KM12. Synergy scores: CSS=9.21, Synergy_ZIP=-7.41, Synergy_Bliss=-6.80, Synergy_Loewe=-6.24, Synergy_HSA=-4.57.